From a dataset of Reaction yield outcomes from USPTO patents with 853,638 reactions. Predict the reaction yield, written as a fraction of the theoretical maximum amount of product (1.0 means a 100% yield; for example, 0.34 means a 34% yield). (1) The reactants are [NH2:1][CH2:2][CH2:3][CH2:4][CH2:5][CH2:6][CH2:7][NH:8][C:9](=[O:39])[CH:10]([NH:28][O:29][C:30]([CH2:32][C:33]1[CH:38]=[CH:37][CH:36]=[CH:35][CH:34]=1)=[O:31])[CH2:11][CH2:12][CH2:13][NH:14][C:15]([NH:17][S:18]([C:21]1[CH:27]=[CH:26][C:24]([CH3:25])=[CH:23][CH:22]=1)(=[O:20])=[O:19])=[NH:16].C(N=C=NCCCN(C)C)C.[CH3:51][CH2:52][C:53]([C:55]([C:57]1[CH:58]=[CH:59][C:60]([O:65][CH2:66][C:67](O)=[O:68])=[C:61]([Cl:64])[C:62]=1[Cl:63])=[O:56])=[CH2:54].C(N(CC)CC)C. The catalyst is CN(C=O)C. The product is [Cl:64][C:61]1[C:62]([Cl:63])=[C:57]([C:55](=[O:56])[C:53](=[CH2:54])[CH2:52][CH3:51])[CH:58]=[CH:59][C:60]=1[O:65][CH2:66][C:67]([NH:1][CH2:2][CH2:3][CH2:4][CH2:5][CH2:6][CH2:7][NH:8][C:9](=[O:39])[CH:10]([NH:28][O:29][C:30]([CH2:32][C:33]1[CH:38]=[CH:37][CH:36]=[CH:35][CH:34]=1)=[O:31])[CH2:11][CH2:12][CH2:13][NH:14][C:15]([NH:17][S:18]([C:21]1[CH:22]=[CH:23][C:24]([CH3:25])=[CH:26][CH:27]=1)(=[O:20])=[O:19])=[NH:16])=[O:68]. The yield is 0.360. (2) The reactants are [C:1]1(=[C:8]([C:16]2[CH:21]=[CH:20][C:19]([OH:22])=[CH:18][CH:17]=2)[C:9]2[CH:14]=[CH:13][C:12]([OH:15])=[CH:11][CH:10]=2)[CH2:7][CH2:6][CH2:5][CH2:4][CH2:3][CH2:2]1.C([O-])([O-])=O.[K+].[K+].Br[C:30]([CH3:37])([CH3:36])[C:31]([O:33][CH2:34][CH3:35])=[O:32]. The catalyst is CC(C)=O. The yield is 0.450. The product is [C:1]1(=[C:8]([C:9]2[CH:14]=[CH:13][C:12]([OH:15])=[CH:11][CH:10]=2)[C:16]2[CH:21]=[CH:20][C:19]([O:22][C:30]([CH3:37])([CH3:36])[C:31]([O:33][CH2:34][CH3:35])=[O:32])=[CH:18][CH:17]=2)[CH2:2][CH2:3][CH2:4][CH2:5][CH2:6][CH2:7]1. (3) The reactants are [CH3:1][C:2]1[C:6]2[C:7](=[O:18])[N:8]([CH2:11][CH2:12][N:13]3[CH2:17][CH2:16][CH2:15][CH2:14]3)[CH2:9][CH2:10][C:5]=2[NH:4][C:3]=1[CH:19]=O.[F:21][C:22]1[CH:23]=[C:24]2[C:28](=[CH:29][C:30]=1[NH:31][C:32](=[O:36])[C@@H:33]([OH:35])[CH3:34])[NH:27][C:26](=[O:37])[CH2:25]2. No catalyst specified. The product is [F:21][C:22]1[CH:23]=[C:24]2[C:28](=[CH:29][C:30]=1[NH:31][C:32](=[O:36])[C@@H:33]([OH:35])[CH3:34])[NH:27][C:26](=[O:37])[C:25]2=[CH:19][C:3]1[NH:4][C:5]2[CH2:10][CH2:9][N:8]([CH2:11][CH2:12][N:13]3[CH2:14][CH2:15][CH2:16][CH2:17]3)[C:7](=[O:18])[C:6]=2[C:2]=1[CH3:1]. The yield is 0.679. (4) The reactants are [CH3:1][O:2][C:3]1[C:4]([CH:9]=O)=[N:5][CH:6]=[CH:7][N:8]=1.[F:11][C:12]1[CH:17]=[CH:16][CH:15]=[CH:14][C:13]=1/[CH:18]=[CH:19]/[CH:20]1[CH2:25][CH2:24][NH:23][CH2:22][CH2:21]1.C(O[BH-](OC(=O)C)OC(=O)C)(=O)C.[Na+].C(=O)(O)[O-].[Na+]. The catalyst is ClCCCl.C(O)(=O)C.C(OCC)(=O)C. The product is [F:11][C:12]1[CH:17]=[CH:16][CH:15]=[CH:14][C:13]=1/[CH:18]=[CH:19]/[CH:20]1[CH2:21][CH2:22][N:23]([CH2:9][C:4]2[C:3]([O:2][CH3:1])=[N:8][CH:7]=[CH:6][N:5]=2)[CH2:24][CH2:25]1. The yield is 0.820.